Task: Predict which catalyst facilitates the given reaction.. Dataset: Catalyst prediction with 721,799 reactions and 888 catalyst types from USPTO Reactant: [Br:1][C:2]1[CH:9]=[C:6]([CH:7]=O)[C:5]([OH:10])=[CH:4][CH:3]=1.[Cl:11][C:12]1[CH:13]=[C:14]([CH:16]=[C:17]([Cl:19])[CH:18]=1)[NH2:15]. Product: [Cl:11][C:12]1[CH:13]=[C:14]([CH:16]=[C:17]([Cl:19])[CH:18]=1)[N:15]=[CH:7][C:6]1[CH:9]=[C:2]([Br:1])[CH:3]=[CH:4][C:5]=1[OH:10]. The catalyst class is: 8.